This data is from Forward reaction prediction with 1.9M reactions from USPTO patents (1976-2016). The task is: Predict the product of the given reaction. Given the reactants [CH3:1][O:2][C:3]([C:5]1[CH:23]=[CH:22][C:8]2[C:9]3[NH:10][C:11]4[C:16]([C:17]=3[CH2:18][CH2:19][C:7]=2[CH:6]=1)=[CH:15][CH:14]=[C:13](Cl)[C:12]=4[F:21])=[O:4].[CH3:24][C:25]1[CH:26]=[C:27](B2OC(C)(C)C(C)(C)O2)[CH:28]=[C:29]([CH3:35])[C:30]=1[O:31][CH2:32][CH2:33][CH3:34], predict the reaction product. The product is: [CH3:1][O:2][C:3]([C:5]1[CH:23]=[CH:22][C:8]2[C:9]3[NH:10][C:11]4[C:16]([C:17]=3[CH2:18][CH2:19][C:7]=2[CH:6]=1)=[CH:15][CH:14]=[C:13]([C:27]1[CH:28]=[C:29]([CH3:35])[C:30]([O:31][CH2:32][CH2:33][CH3:34])=[C:25]([CH3:24])[CH:26]=1)[C:12]=4[F:21])=[O:4].